This data is from Full USPTO retrosynthesis dataset with 1.9M reactions from patents (1976-2016). The task is: Predict the reactants needed to synthesize the given product. (1) Given the product [Cl:15][C:5]1[N:4]=[N:3][C:2]([NH:16][NH2:17])=[C:7]([C:8]([O:10][C:11]([CH3:14])([CH3:13])[CH3:12])=[O:9])[CH:6]=1, predict the reactants needed to synthesize it. The reactants are: Cl[C:2]1[N:3]=[N:4][C:5]([Cl:15])=[CH:6][C:7]=1[C:8]([O:10][C:11]([CH3:14])([CH3:13])[CH3:12])=[O:9].[NH2:16][NH2:17]. (2) Given the product [NH:26]1[CH:27]=[CH:28][C:24]([C:23]2[CH:22]=[N:21][N:20]3[C:15]([C:11]4[CH:10]=[C:9]([NH:8][C:6](=[O:7])[C:5]5[CH:39]=[CH:40][CH:41]=[C:3]([C:2]([F:43])([F:42])[F:1])[CH:4]=5)[CH:14]=[CH:13][CH:12]=4)=[CH:16][CH:17]=[N:18][C:19]=23)=[CH:25]1, predict the reactants needed to synthesize it. The reactants are: [F:1][C:2]([F:43])([F:42])[C:3]1[CH:4]=[C:5]([CH:39]=[CH:40][CH:41]=1)[C:6]([NH:8][C:9]1[CH:14]=[CH:13][CH:12]=[C:11]([C:15]2[N:20]3[N:21]=[CH:22][C:23]([C:24]4[CH:28]=[CH:27][N:26]([Si](C(C)C)(C(C)C)C(C)C)[CH:25]=4)=[C:19]3[N:18]=[CH:17][CH:16]=2)[CH:10]=1)=[O:7].[F-].C([N+](CCCC)(CCCC)CCCC)CCC.